This data is from Full USPTO retrosynthesis dataset with 1.9M reactions from patents (1976-2016). The task is: Predict the reactants needed to synthesize the given product. (1) Given the product [CH3:9][C:7]1[N:8]=[C:4]([NH:2][CH3:1])[S:5][C:6]=1[S:10]([NH:13][C@@H:14]1[CH2:16][C@H:15]1[C:17]1[CH:22]=[CH:21][CH:20]=[CH:19][CH:18]=1)(=[O:12])=[O:11], predict the reactants needed to synthesize it. The reactants are: [CH3:1][NH2:2].Cl[C:4]1[S:5][C:6]([S:10]([NH:13][C@@H:14]2[CH2:16][C@H:15]2[C:17]2[CH:22]=[CH:21][CH:20]=[CH:19][CH:18]=2)(=[O:12])=[O:11])=[C:7]([CH3:9])[N:8]=1. (2) The reactants are: Cl.[CH3:2][NH2:3].[Cl:4][C:5]1[N:6]([S:19]([C:22]2[CH:23]=[N:24][CH:25]=[CH:26][CH:27]=2)(=[O:21])=[O:20])[C:7]([C:12]2[CH:17]=[CH:16][CH:15]=[CH:14][C:13]=2[F:18])=[CH:8][C:9]=1[CH:10]=[O:11].[C:38]([O:37][BH-]([O:37][C:38](=[O:40])[CH3:39])[O:37][C:38](=[O:40])[CH3:39])(=[O:40])[CH3:39].[Na+].C[OH:43]. Given the product [C:38]([OH:37])(=[O:40])/[CH:39]=[CH:9]/[C:10]([OH:11])=[O:43].[Cl:4][C:5]1[N:6]([S:19]([C:22]2[CH:23]=[N:24][CH:25]=[CH:26][CH:27]=2)(=[O:21])=[O:20])[C:7]([C:12]2[CH:17]=[CH:16][CH:15]=[CH:14][C:13]=2[F:18])=[CH:8][C:9]=1[CH2:10][NH:3][CH3:2], predict the reactants needed to synthesize it.